This data is from Forward reaction prediction with 1.9M reactions from USPTO patents (1976-2016). The task is: Predict the product of the given reaction. (1) The product is: [CH2:24]([C:5]1[N:6]([CH2:9][C:10]2[CH:15]=[CH:14][C:13]([C:16]3[C:17]([C:22]#[N:23])=[CH:18][CH:19]=[CH:20][CH:21]=3)=[CH:12][CH:11]=2)[C:7](=[O:8])[C:2]([C:29]2[CH2:34][CH2:33][CH2:32][CH2:31][CH:30]=2)=[C:3]([CH3:28])[N:4]=1)[CH2:25][CH2:26][CH3:27]. Given the reactants Br[C:2]1[C:7](=[O:8])[N:6]([CH2:9][C:10]2[CH:15]=[CH:14][C:13]([C:16]3[C:17]([C:22]#[N:23])=[CH:18][CH:19]=[CH:20][CH:21]=3)=[CH:12][CH:11]=2)[C:5]([CH2:24][CH2:25][CH2:26][CH3:27])=[N:4][C:3]=1[CH3:28].[C:29]1(B2OC(C)(C)C(C)(C)O2)[CH2:34][CH2:33][CH2:32][CH2:31][CH:30]=1.C(=O)([O-])[O-].[Cs+].[Cs+], predict the reaction product. (2) Given the reactants [C:1]1([S:11]([C:14]2[C:22]3[C:17](=[CH:18][CH:19]=[C:20]([O:23][CH:24]4[CH2:29][CH2:28][NH:27][CH2:26][CH2:25]4)[CH:21]=3)[NH:16][N:15]=2)(=[O:13])=[O:12])[C:10]2[C:5](=[CH:6][CH:7]=[CH:8][CH:9]=2)[CH:4]=[CH:3][CH:2]=1.[C:30]1([CH2:36][CH:37]=O)[CH:35]=[CH:34][CH:33]=[CH:32][CH:31]=1.C(O)(=O)C.C(O[BH-](OC(=O)C)OC(=O)C)(=O)C.[Na+], predict the reaction product. The product is: [C:1]1([S:11]([C:14]2[C:22]3[C:17](=[CH:18][CH:19]=[C:20]([O:23][CH:24]4[CH2:29][CH2:28][N:27]([CH2:37][CH2:36][C:30]5[CH:35]=[CH:34][CH:33]=[CH:32][CH:31]=5)[CH2:26][CH2:25]4)[CH:21]=3)[NH:16][N:15]=2)(=[O:12])=[O:13])[C:10]2[C:5](=[CH:6][CH:7]=[CH:8][CH:9]=2)[CH:4]=[CH:3][CH:2]=1. (3) The product is: [F:18][C:12]1[CH:13]=[C:14]([F:17])[CH:15]=[CH:16][C:11]=1[C:9]1[O:22][C:21]([CH3:23])=[C:20]([C:19]([O:25][CH3:26])=[O:24])[CH:8]=1. Given the reactants ClC1C=CC=CC=1[CH2:8][C:9]([C:11]1[CH:16]=[CH:15][C:14]([F:17])=[CH:13][C:12]=1[F:18])=O.[C:19]([O:25][CH3:26])(=[O:24])[CH2:20][C:21]([CH3:23])=[O:22], predict the reaction product.